This data is from Reaction yield outcomes from USPTO patents with 853,638 reactions. The task is: Predict the reaction yield, written as a fraction of the theoretical maximum amount of product (1.0 means a 100% yield; for example, 0.34 means a 34% yield). (1) The reactants are [C:1]([NH:5][C:6]1[CH:11]=[C:10]([C:12]2[C:13]([C:26]3[CH:31]=[CH:30][CH:29]=[C:28]([N+:32]([O-])=O)[CH:27]=3)=[N:14][N:15]([CH2:17][C:18]3[CH:23]=[CH:22][C:21]([O:24][CH3:25])=[CH:20][CH:19]=3)[CH:16]=2)[CH:9]=[CH:8][N:7]=1)([CH3:4])([CH3:3])[CH3:2].O.[Cl-].[NH4+]. The catalyst is O1CCOCC1.[Zn]. The product is [NH2:32][C:28]1[CH:27]=[C:26]([C:13]2[C:12]([C:10]3[CH:9]=[CH:8][N:7]=[C:6]([NH:5][C:1]([CH3:4])([CH3:3])[CH3:2])[CH:11]=3)=[CH:16][N:15]([CH2:17][C:18]3[CH:19]=[CH:20][C:21]([O:24][CH3:25])=[CH:22][CH:23]=3)[N:14]=2)[CH:31]=[CH:30][CH:29]=1. The yield is 0.480. (2) The reactants are [CH3:1][N:2]([CH3:25])[S:3]([N:6]1[C:10]([CH:11]([OH:17])[C:12]2[S:13][CH:14]=[CH:15][CH:16]=2)=[CH:9][N:8]=[C:7]1[Si](C(C)(C)C)(C)C)(=[O:5])=[O:4].C=O.C([BH3-])#N.[Na+].C(O)(=O)C. The catalyst is C(#N)C.C(OCC)C. The product is [CH3:1][N:2]([CH3:25])[S:3]([N:6]1[C:10]([CH:11]([OH:17])[C:12]2[S:13][CH:14]=[CH:15][CH:16]=2)=[CH:9][N:8]=[CH:7]1)(=[O:5])=[O:4]. The yield is 0.930. (3) The reactants are Br[C:2]1[C:7](=[O:8])[N:6]([CH2:9][C:10]2[CH:15]=[CH:14][C:13]([C:16]3[C:17]([C:22]#[N:23])=[CH:18][CH:19]=[CH:20][CH:21]=3)=[CH:12][CH:11]=2)[C:5]([CH2:24][CH2:25][CH3:26])=[N:4][C:3]=1[CH2:27][CH3:28].[OH:29][CH2:30][C:31]([CH3:41])([CH3:40])[O:32][C:33]1[CH:38]=[CH:37][C:36]([OH:39])=[CH:35][CH:34]=1.[OH-].[K+].CS(C)=O. The catalyst is C(OCC)(=O)C. The product is [CH2:27]([C:3]1[N:4]=[C:5]([CH2:24][CH2:25][CH3:26])[N:6]([CH2:9][C:10]2[CH:15]=[CH:14][C:13]([C:16]3[C:17]([C:22]#[N:23])=[CH:18][CH:19]=[CH:20][CH:21]=3)=[CH:12][CH:11]=2)[C:7](=[O:8])[C:2]=1[O:39][C:36]1[CH:35]=[CH:34][C:33]([O:32][C:31]([CH3:41])([CH3:40])[CH2:30][OH:29])=[CH:38][CH:37]=1)[CH3:28]. The yield is 0.580. (4) The reactants are [C:1]([O:7][C:8]([CH3:11])([CH3:10])[CH3:9])(=[O:6])[CH2:2][C:3]([CH3:5])=O.[F:12][C:13]1[C:20]([F:21])=[CH:19][CH:18]=[CH:17][C:14]=1[CH:15]=O.[NH4+:22].[OH-:23]. The catalyst is CCO.C(Cl)Cl. The product is [F:12][C:13]1[C:20]([F:21])=[CH:19][CH:18]=[CH:17][C:14]=1[CH:15]1[C:2]([C:1]([O:7][C:8]([CH3:11])([CH3:10])[CH3:9])=[O:6])=[C:3]([CH3:5])[NH:22][C:3]([CH3:5])=[C:2]1[C:1]([O:7][C:8]([CH3:11])([CH3:10])[CH3:9])=[O:23]. The yield is 0.510.